From a dataset of Serine/threonine kinase 33 screen with 319,792 compounds. Binary Classification. Given a drug SMILES string, predict its activity (active/inactive) in a high-throughput screening assay against a specified biological target. (1) The molecule is O(c1c(OC)cc(cc1)c1nn(nn1)CC#N)CC. The result is 0 (inactive). (2) The drug is Clc1ccc(/C=N\Nc2nc3c(nc2C(F)(F)F)cccc3)cc1. The result is 0 (inactive).